Task: Predict which catalyst facilitates the given reaction.. Dataset: Catalyst prediction with 721,799 reactions and 888 catalyst types from USPTO (1) Reactant: [OH:1][NH:2][C:3]([N:5]1[CH2:10][CH2:9][CH:8]([C:11]2[CH:12]=[CH:13][C:14]([CH2:17][N:18]3[C:26]4[C:21](=[CH:22][C:23]([S:27]([CH3:30])(=[O:29])=[O:28])=[CH:24][CH:25]=4)[CH:20]=[CH:19]3)=[N:15][CH:16]=2)[CH2:7][CH2:6]1)=[NH:4].[C:31](O)(=O)[CH:32]([CH3:34])[CH3:33].O.ON1C2C=CC=CC=2N=N1.C(N(CC)C(C)C)(C)C.Cl.CN(C)CCCN=C=NCC.C(=O)([O-])O.[Na+]. Product: [CH:32]([C:34]1[O:1][N:2]=[C:3]([N:5]2[CH2:10][CH2:9][CH:8]([C:11]3[CH:12]=[CH:13][C:14]([CH2:17][N:18]4[C:26]5[C:21](=[CH:22][C:23]([S:27]([CH3:30])(=[O:29])=[O:28])=[CH:24][CH:25]=5)[CH:20]=[CH:19]4)=[N:15][CH:16]=3)[CH2:7][CH2:6]2)[N:4]=1)([CH3:33])[CH3:31]. The catalyst class is: 9. (2) Reactant: [CH3:1][C:2]1[CH:7]=[C:6]([CH3:8])[CH:5]=[CH:4][C:3]=1[S:9][C:10]1[CH:15]=[CH:14][C:13]([C:16]2[CH:21]=[CH:20][C:19]([CH2:22][CH2:23][C:24]3([NH:32]C(=O)C)[CH2:29][O:28]C(C)(C)[O:26][CH2:25]3)=[CH:18][CH:17]=2)=[C:12]([F:36])[CH:11]=1.Cl. Product: [NH2:32][C:24]([CH2:23][CH2:22][C:19]1[CH:18]=[CH:17][C:16]([C:13]2[CH:14]=[CH:15][C:10]([S:9][C:3]3[CH:4]=[CH:5][C:6]([CH3:8])=[CH:7][C:2]=3[CH3:1])=[CH:11][C:12]=2[F:36])=[CH:21][CH:20]=1)([CH2:29][OH:28])[CH2:25][OH:26]. The catalyst class is: 8. (3) Reactant: Cl.Cl.[Cl:3][C:4]1[CH:5]=[C:6]([CH:10]=[CH:11][C:12]=1[N:13]1[CH2:18][CH2:17][N:16]([C:19]2[N:24]=[CH:23][C:22]([C:25]3[CH:30]=[CH:29][CH:28]=[C:27]([CH2:31][N:32]([C:34](=[O:37])[CH2:35][NH2:36])[CH3:33])[CH:26]=3)=[CH:21][N:20]=2)[CH2:15][CH2:14]1)[C:7]([OH:9])=[O:8].C1COCC1.[OH-].[Na+]. Product: [Cl:3][C:4]1[CH:5]=[C:6]([CH:10]=[CH:11][C:12]=1[N:13]1[CH2:18][CH2:17][N:16]([C:19]2[N:20]=[CH:21][C:22]([C:25]3[CH:30]=[CH:29][CH:28]=[C:27]([CH2:31][N:32]([C:34](=[O:37])[CH2:35][NH2:36])[CH3:33])[CH:26]=3)=[CH:23][N:24]=2)[CH2:15][CH2:14]1)[C:7]([OH:9])=[O:8]. The catalyst class is: 6. (4) Reactant: [NH:1]([C:3]1[CH:4]=[C:5]([CH:11]=[CH:12][C:13]=1[CH3:14])[C:6]([NH:8][O:9][CH3:10])=[O:7])[NH2:2].[I:15][C:16]1[CH:17]=[C:18]([CH:32]=[CH:33][CH:34]=1)[C:19]([C:21](=[CH:24]NC1C=CC=CC=1)[C:22]#[N:23])=[O:20].CCOC(C)=O. Product: [NH2:23][C:22]1[N:1]([C:3]2[CH:4]=[C:5]([CH:11]=[CH:12][C:13]=2[CH3:14])[C:6]([NH:8][O:9][CH3:10])=[O:7])[N:2]=[CH:24][C:21]=1[C:19](=[O:20])[C:18]1[CH:32]=[CH:33][CH:34]=[C:16]([I:15])[CH:17]=1. The catalyst class is: 14. (5) The catalyst class is: 31. Reactant: [I:1][C:2]1[N:6]2[N:7]=[C:8]([C:11]3[CH:19]=[CH:18][C:14]([C:15]([OH:17])=O)=[CH:13][CH:12]=3)[CH:9]=[CH:10][C:5]2=[N:4][CH:3]=1.C[N:21]1[CH2:26][CH2:25][O:24][CH2:23][CH2:22]1.CN(C(ON1N=NC2C=CC=NC1=2)=[N+](C)C)C.F[P-](F)(F)(F)(F)F.N1CCOCC1. Product: [I:1][C:2]1[N:6]2[N:7]=[C:8]([C:11]3[CH:12]=[CH:13][C:14]([C:15]([N:21]4[CH2:26][CH2:25][O:24][CH2:23][CH2:22]4)=[O:17])=[CH:18][CH:19]=3)[CH:9]=[CH:10][C:5]2=[N:4][CH:3]=1. (6) Reactant: [Br:1][C:2]1[CH:3]=[CH:4][C:5]([OH:10])=[C:6]([CH:9]=1)[C:7]#[N:8].F[B-](F)(F)F.[O:16]=[N+:17]=[O:18]. Product: [Br:1][C:2]1[CH:3]=[C:4]([N+:17]([O-:18])=[O:16])[C:5]([OH:10])=[C:6]([CH:9]=1)[C:7]#[N:8]. The catalyst class is: 57. (7) Reactant: [N:1]1[C:14]2[C:5](=[CH:6][CH:7]=[C:8]3[C:13]=2[N:12]=[CH:11][CH:10]=[CH:9]3)[CH:4]=[CH:3][CH:2]=1.[C:15]([O-:18])(=[O:17])[CH3:16].[Pd+2:19].[C:20]([O-:23])(=[O:22])[CH3:21]. Product: [C:15]([O-:18])(=[O:17])[CH3:16].[N:1]1[C:14]2[C:5](=[CH:6][CH:7]=[C:8]3[C:13]=2[N:12]=[CH:11][CH:10]=[CH:9]3)[CH:4]=[CH:3][CH:2]=1.[Pd+2:19].[C:20]([O-:23])(=[O:22])[CH3:21]. The catalyst class is: 11.